Task: Predict which catalyst facilitates the given reaction.. Dataset: Catalyst prediction with 721,799 reactions and 888 catalyst types from USPTO (1) Reactant: [Cl:1][C:2]1[C:7](I)=[CH:6][C:5]([NH:9][CH2:10][C:11]([O:13]C)=[O:12])=[C:4]([O:15][CH3:16])[CH:3]=1.[Cl:17][C:18]1[CH:23]=[CH:22][C:21]([Cl:24])=[CH:20][C:19]=1B(O)O.C([O-])([O-])=O.[Na+].[Na+]. Product: [Cl:17][C:18]1[CH:23]=[CH:22][C:21]([Cl:24])=[CH:20][C:19]=1[C:7]1[C:2]([Cl:1])=[CH:3][C:4]([O:15][CH3:16])=[C:5]([NH:9][CH2:10][C:11]([OH:13])=[O:12])[CH:6]=1. The catalyst class is: 70. (2) The catalyst class is: 2. Reactant: N1C=CN=C1.[CH2:6]([NH:8][CH2:9][CH2:10][OH:11])[CH3:7].Cl[Si:13]([CH2:18][CH3:19])([CH2:16][CH3:17])[CH2:14][CH3:15]. Product: [CH2:6]([NH:8][CH2:9][CH2:10][O:11][Si:13]([CH2:18][CH3:19])([CH2:16][CH3:17])[CH2:14][CH3:15])[CH3:7]. (3) Reactant: [CH3:1][NH:2][C:3]1[C:8]([NH:9][C:10]([C:12]2[CH:13]=[N:14][CH:15]=[CH:16][C:17]=2[S:18][CH2:19][CH3:20])=O)=[CH:7][C:6]([C:21]([F:24])([F:23])[F:22])=[CH:5][N:4]=1.C(=O)(O)[O-].[Na+]. Product: [CH2:19]([S:18][C:17]1[CH:16]=[CH:15][N:14]=[CH:13][C:12]=1[C:10]1[N:2]([CH3:1])[C:3]2=[N:4][CH:5]=[C:6]([C:21]([F:24])([F:23])[F:22])[CH:7]=[C:8]2[N:9]=1)[CH3:20]. The catalyst class is: 37. (4) Reactant: C(OC(=O)[NH:7][CH:8]1[CH2:13][CH2:12][N:11]([C:14](=[O:45])[CH:15]([N:22]2[C:26]3[CH:27]=[C:28]([C:31]#[N:32])[CH:29]=[CH:30][C:25]=3[N:24]([S:33]([C:36]3[CH:41]=[CH:40][C:39]([O:42][CH3:43])=[CH:38][CH:37]=3)(=[O:35])=[O:34])[C:23]2=[O:44])[C:16]2[CH:21]=[CH:20][CH:19]=[CH:18][CH:17]=2)[CH2:10][CH2:9]1)(C)(C)C.FC(F)(F)C(O)=O. Product: [NH2:7][CH:8]1[CH2:9][CH2:10][N:11]([C:14](=[O:45])[CH:15]([N:22]2[C:26]3[CH:27]=[C:28]([C:31]#[N:32])[CH:29]=[CH:30][C:25]=3[N:24]([S:33]([C:36]3[CH:37]=[CH:38][C:39]([O:42][CH3:43])=[CH:40][CH:41]=3)(=[O:34])=[O:35])[C:23]2=[O:44])[C:16]2[CH:21]=[CH:20][CH:19]=[CH:18][CH:17]=2)[CH2:12][CH2:13]1. The catalyst class is: 2. (5) Reactant: [CH:1]([O:4][CH:5]1[CH2:14][CH2:13][C:8]2(OCC[O:9]2)[CH2:7][CH2:6]1)([CH3:3])[CH3:2].CC1C=CC(S(O)(=O)=O)=CC=1. Product: [CH:1]([O:4][CH:5]1[CH2:14][CH2:13][C:8](=[O:9])[CH2:7][CH2:6]1)([CH3:3])[CH3:2]. The catalyst class is: 20.